From a dataset of Reaction yield outcomes from USPTO patents with 853,638 reactions. Predict the reaction yield, written as a fraction of the theoretical maximum amount of product (1.0 means a 100% yield; for example, 0.34 means a 34% yield). (1) No catalyst specified. The yield is 0.740. The reactants are [CH3:1][O:2][C:3]1[CH:4]=[CH:5][CH:6]=[C:7]2[C:11]=1[CH:10]([NH:12][C:13]1[O:14][CH2:15][C:16]3[CH:22]=[C:21]([NH2:23])[CH:20]=[CH:19][C:17]=3[N:18]=1)[CH2:9][CH2:8]2.[CH:24]1([C:27](Cl)=[O:28])[CH2:26][CH2:25]1. The product is [CH3:1][O:2][C:3]1[CH:4]=[CH:5][CH:6]=[C:7]2[C:11]=1[CH:10]([NH:12][C:13]1[O:14][CH2:15][C:16]3[CH:22]=[C:21]([NH:23][C:27]([CH:24]4[CH2:26][CH2:25]4)=[O:28])[CH:20]=[CH:19][C:17]=3[N:18]=1)[CH2:9][CH2:8]2. (2) The reactants are [Li+].[OH-].C[O:4][C:5](=[O:32])[CH:6]([N:8]1[CH:12]=[C:11]([C:13]2[CH:14]=[N:15][C:16]([NH2:31])=[C:17]([O:19][CH:20]([C:22]3[C:27]([Cl:28])=[CH:26][CH:25]=[C:24]([F:29])[C:23]=3[Cl:30])[CH3:21])[CH:18]=2)[CH:10]=[N:9]1)[CH3:7].C1COCC1.CO. The catalyst is O. The product is [NH2:31][C:16]1[N:15]=[CH:14][C:13]([C:11]2[CH:10]=[N:9][N:8]([CH:6]([CH3:7])[C:5]([OH:32])=[O:4])[CH:12]=2)=[CH:18][C:17]=1[O:19][CH:20]([C:22]1[C:27]([Cl:28])=[CH:26][CH:25]=[C:24]([F:29])[C:23]=1[Cl:30])[CH3:21]. The yield is 1.00.